From a dataset of Forward reaction prediction with 1.9M reactions from USPTO patents (1976-2016). Predict the product of the given reaction. (1) Given the reactants [F:1][C:2]([F:19])([F:18])[C:3]([OH:17])([CH3:16])[CH2:4][N:5]1[C:13](=[O:14])[C:12]2[C:7](=[CH:8][CH:9]=[CH:10][CH:11]=2)[C:6]1=[O:15].[H-].[Na+].[CH3:22]I, predict the reaction product. The product is: [F:19][C:2]([F:1])([F:18])[C:3]([O:17][CH3:22])([CH3:16])[CH2:4][N:5]1[C:6](=[O:15])[C:7]2[C:12](=[CH:11][CH:10]=[CH:9][CH:8]=2)[C:13]1=[O:14]. (2) Given the reactants C([NH:9][C:10]1[CH:43]=[CH:42][N:13]([C@@H:14]2[O:30][C@H:18]([CH:19](C3C(C([O-])=O)=CC=CC=3)[OH:20])[C@@:16](C3C(C([O-])=O)=CC=CC=3)([OH:17])[C@:15]2([F:41])[CH3:40])[C:12](=[O:44])[N:11]=1)(=O)C1C=CC=CC=1.C[O-].[Na+], predict the reaction product. The product is: [F:41][C@:15]1([CH3:40])[C@H:16]([OH:17])[C@@H:18]([CH2:19][OH:20])[O:30][C@H:14]1[N:13]1[CH:42]=[CH:43][C:10]([NH2:9])=[N:11][C:12]1=[O:44]. (3) Given the reactants [N+:1]1([O-])[CH:6]=[CH:5][CH:4]=[C:3]2[CH2:7][CH2:8][CH2:9][C:2]=12.P(Cl)(Cl)([Cl:13])=O, predict the reaction product. The product is: [Cl:13][C:4]1[CH:5]=[CH:6][N:1]=[C:2]2[CH2:9][CH2:8][CH2:7][C:3]=12. (4) Given the reactants [CH2:1](Br)[C:2]1[CH:7]=[CH:6][CH:5]=[CH:4][CH:3]=1.[OH:9][CH2:10][C:11]1[CH:19]=[CH:18][C:14]([C:15]([OH:17])=[O:16])=[CH:13][CH:12]=1.C(=O)([O-])[O-].[Cs+].[Cs+], predict the reaction product. The product is: [CH2:1]([O:17][C:15](=[O:16])[C:14]1[CH:13]=[CH:12][C:11]([CH2:10][OH:9])=[CH:19][CH:18]=1)[C:2]1[CH:7]=[CH:6][CH:5]=[CH:4][CH:3]=1. (5) Given the reactants Cl.Cl.[O:3]1[C:7]2[CH:8]=[CH:9][CH:10]=[C:11]([CH:12]3[CH2:17][CH2:16][N:15]([CH2:18][CH2:19][C@H:20]4[CH2:25][CH2:24][C@H:23]([NH2:26])[CH2:22][CH2:21]4)[CH2:14][CH2:13]3)[C:6]=2[CH2:5][CH2:4]1.[CH3:27][N:28]1[CH2:33][CH2:32][N:31]([C:34]2[CH:42]=[CH:41][C:37]([C:38](O)=[O:39])=[CH:36][CH:35]=2)[CH2:30][CH2:29]1, predict the reaction product. The product is: [O:3]1[C:7]2[CH:8]=[CH:9][CH:10]=[C:11]([CH:12]3[CH2:17][CH2:16][N:15]([CH2:18][CH2:19][C@H:20]4[CH2:21][CH2:22][C@H:23]([NH:26][C:38](=[O:39])[C:37]5[CH:36]=[CH:35][C:34]([N:31]6[CH2:30][CH2:29][N:28]([CH3:27])[CH2:33][CH2:32]6)=[CH:42][CH:41]=5)[CH2:24][CH2:25]4)[CH2:14][CH2:13]3)[C:6]=2[CH2:5][CH2:4]1. (6) Given the reactants O.NN.[F:4][C:5]1[CH:22]=[CH:21][C:8]([O:9][N:10]2C(=O)C3C(=CC=CC=3)C2=O)=[CH:7][CH:6]=1, predict the reaction product. The product is: [F:4][C:5]1[CH:22]=[CH:21][C:8]([O:9][NH2:10])=[CH:7][CH:6]=1. (7) Given the reactants [Cl:1][C:2]1[CH:3]=[C:4]([CH:8]([NH:10][C:11]2[CH:16]=[C:15](F)[CH:14]=[CH:13][C:12]=2[N+:18]([O-:20])=[O:19])[CH3:9])[CH:5]=[CH:6][CH:7]=1.[N:21]1(C(OC(C)(C)C)=O)[CH2:26][CH2:25][NH:24][CH2:23][CH2:22]1.C(N(CC)C(C)C)(C)C, predict the reaction product. The product is: [ClH:1].[Cl:1][C:2]1[CH:3]=[C:4]([CH:8]([NH:10][C:11]2[CH:16]=[C:15]([N:21]3[CH2:26][CH2:25][NH:24][CH2:23][CH2:22]3)[CH:14]=[CH:13][C:12]=2[N+:18]([O-:20])=[O:19])[CH3:9])[CH:5]=[CH:6][CH:7]=1. (8) Given the reactants Cl[C:2]1[N:7]=[C:6]2[NH:8][C:9]([C:11]3[S:12][C:13]4[C:19]([N:20]5[CH2:25][CH2:24][O:23][CH2:22][CH2:21]5)=[CH:18][CH:17]=[C:16]([O:26][CH3:27])[C:14]=4[N:15]=3)=[N:10][C:5]2=[CH:4][CH:3]=1.[OH:28][CH:29]1[CH2:34][CH2:33][NH:32][CH2:31][CH2:30]1.[CH3:35]CN(C(C)C)C(C)C.CN1[C:49](=[O:50])CCC1, predict the reaction product. The product is: [CH3:35][O:50][CH2:49][N:8]1[C:6]2=[N:7][C:2]([N:32]3[CH2:33][CH2:34][CH:29]([OH:28])[CH2:30][CH2:31]3)=[CH:3][CH:4]=[C:5]2[N:10]=[C:9]1[C:11]1[S:12][C:13]2[C:19]([N:20]3[CH2:25][CH2:24][O:23][CH2:22][CH2:21]3)=[CH:18][CH:17]=[C:16]([O:26][CH3:27])[C:14]=2[N:15]=1.